Dataset: Forward reaction prediction with 1.9M reactions from USPTO patents (1976-2016). Task: Predict the product of the given reaction. (1) Given the reactants [CH3:1][N:2]([CH3:9])[CH:3]1[CH2:7][CH2:6][S:5][C:4]1=[O:8].[OH-:10].[Na+].OP(O)(O)=O.[N:17]1[CH:22]=[CH:21][CH:20]=[CH:19][C:18]=1[S:23][S:23][C:18]1[CH:19]=[CH:20][CH:21]=[CH:22][N:17]=1, predict the reaction product. The product is: [CH3:1][N:2]([CH3:9])[CH:3]([CH2:7][CH2:6][S:5][S:23][C:18]1[CH:19]=[CH:20][CH:21]=[CH:22][N:17]=1)[C:4]([OH:10])=[O:8]. (2) Given the reactants Br[C:2]1[C:7]([NH2:8])=[CH:6][C:5]([F:9])=[CH:4][N:3]=1.[CH3:10][Si:11]([C:14]#[CH:15])([CH3:13])[CH3:12], predict the reaction product. The product is: [F:9][C:5]1[CH:6]=[C:7]([NH2:8])[C:2]([C:15]#[C:14][Si:11]([CH3:13])([CH3:12])[CH3:10])=[N:3][CH:4]=1. (3) Given the reactants Cl[N:2]([C:12]1[C:17]([N+:18]([O-:20])=[O:19])=[CH:16][N:15]=[C:14]([CH3:21])[N:13]=1)[C:3]1[C:8]([CH3:9])=[CH:7][C:6]([CH3:10])=[CH:5][C:4]=1[CH3:11].[CH2:22]([NH:24][CH2:25][CH2:26][CH2:27][CH3:28])[CH3:23], predict the reaction product. The product is: [CH2:25]([N:24]([CH2:22][CH3:23])[C:16]1[C:17]([N+:18]([O-:20])=[O:19])=[C:12]([NH:2][C:3]2[C:8]([CH3:9])=[CH:7][C:6]([CH3:10])=[CH:5][C:4]=2[CH3:11])[N:13]=[C:14]([CH3:21])[N:15]=1)[CH2:26][CH2:27][CH3:28]. (4) Given the reactants [CH3:1][O:2][C:3]1[CH:4]=[C:5]([NH:11][C:12]2[C:13]3[N:29]=[CH:28][S:27][C:14]=3[N:15]=[C:16]([C:18]3[CH:19]=[C:20]([CH:24]=[CH:25][CH:26]=3)[C:21]([OH:23])=O)[N:17]=2)[CH:6]=[CH:7][C:8]=1[O:9][CH3:10].Cl.[NH2:31][C:32]1[CH:37]=[CH:36][C:35]([C:38]2[NH:42][C:41](=[O:43])[O:40][N:39]=2)=[CH:34][CH:33]=1.CCN=C=NCCCN(C)C.CN1C=CN=C1, predict the reaction product. The product is: [CH3:1][O:2][C:3]1[CH:4]=[C:5]([NH:11][C:12]2[C:13]3[N:29]=[CH:28][S:27][C:14]=3[N:15]=[C:16]([C:18]3[CH:19]=[C:20]([CH:24]=[CH:25][CH:26]=3)[C:21]([NH:31][C:32]3[CH:33]=[CH:34][C:35]([C:38]4[NH:42][C:41](=[O:43])[O:40][N:39]=4)=[CH:36][CH:37]=3)=[O:23])[N:17]=2)[CH:6]=[CH:7][C:8]=1[O:9][CH3:10].